This data is from Catalyst prediction with 721,799 reactions and 888 catalyst types from USPTO. The task is: Predict which catalyst facilitates the given reaction. (1) Reactant: [CH3:1][C:2]1[C@H:3]([C:15]([C:17]2[CH:22]=[C:21]([O:23][CH3:24])[CH:20]=[C:19]([O:25][CH3:26])[CH:18]=2)=[O:16])[C@:4]2([CH3:14])[C@@H:9]([CH2:10][CH:11]=1)[C:8]([CH3:13])([CH3:12])[CH2:7][CH2:6][CH2:5]2.ClC1C=C(C=CC=1)C(OO)=[O:32]. Product: [CH3:24][O:23][C:21]1[CH:22]=[C:17]([C:15]([C@H:3]2[C@@:2]3([CH3:1])[C@H:11]([O:32]3)[CH2:10][C@@H:9]3[C@:4]2([CH3:14])[CH2:5][CH2:6][CH2:7][C:8]3([CH3:12])[CH3:13])=[O:16])[CH:18]=[C:19]([O:25][CH3:26])[CH:20]=1. The catalyst class is: 2. (2) Reactant: [Cl:1][C:2]1[C:7]2[N:8]=C(N)[S:10][C:6]=2[CH:5]=[CH:4][CH:3]=1.[OH-].[K+].CC(O)=O. Product: [NH2:8][C:7]1[C:2]([Cl:1])=[CH:3][CH:4]=[CH:5][C:6]=1[SH:10]. The catalyst class is: 6. (3) Reactant: Cl.Cl.[CH:3]1([C:9]2[N:10]=[N:11][C:12]([O:28][CH:29]3[CH2:34][CH2:33][NH:32][CH2:31][CH2:30]3)=[CH:13][C:14]=2[C:15]2[CH:20]=[CH:19][C:18]([O:21][CH:22]3[CH2:27][CH2:26][CH2:25][CH2:24][CH2:23]3)=[CH:17][CH:16]=2)[CH2:8][CH2:7][CH2:6][CH2:5][CH2:4]1.C=O.[C:37](O[BH-](OC(=O)C)OC(=O)C)(=O)C. Product: [CH:3]1([C:9]2[N:10]=[N:11][C:12]([O:28][CH:29]3[CH2:30][CH2:31][N:32]([CH3:37])[CH2:33][CH2:34]3)=[CH:13][C:14]=2[C:15]2[CH:20]=[CH:19][C:18]([O:21][CH:22]3[CH2:27][CH2:26][CH2:25][CH2:24][CH2:23]3)=[CH:17][CH:16]=2)[CH2:4][CH2:5][CH2:6][CH2:7][CH2:8]1. The catalyst class is: 2. (4) Reactant: [N+:1]([C:4]1[CH:5]=[C:6]([CH:10]=[C:11]([C:13]([F:16])([F:15])[F:14])[CH:12]=1)[C:7](O)=[O:8])([O-:3])=[O:2].B.C1COCC1.O. Product: [N+:1]([C:4]1[CH:5]=[C:6]([CH2:7][OH:8])[CH:10]=[C:11]([C:13]([F:14])([F:15])[F:16])[CH:12]=1)([O-:3])=[O:2]. The catalyst class is: 1. (5) Reactant: O.[OH-].[Li+].C[O:5][C:6](=[O:35])[CH2:7][C:8]1[C:17]([CH3:18])=[C:16]([C:19]2[CH:24]=[CH:23][C:22]([S:25]([N:28]3[CH2:33][CH2:32][CH2:31][CH2:30][CH2:29]3)(=[O:27])=[O:26])=[CH:21][CH:20]=2)[C:15]2[C:10](=[CH:11][CH:12]=[C:13]([Cl:34])[CH:14]=2)[CH:9]=1.C1COCC1.O. Product: [Cl:34][C:13]1[CH:14]=[C:15]2[C:10](=[CH:11][CH:12]=1)[CH:9]=[C:8]([CH2:7][C:6]([OH:35])=[O:5])[C:17]([CH3:18])=[C:16]2[C:19]1[CH:20]=[CH:21][C:22]([S:25]([N:28]2[CH2:33][CH2:32][CH2:31][CH2:30][CH2:29]2)(=[O:26])=[O:27])=[CH:23][CH:24]=1. The catalyst class is: 81. (6) Reactant: N(C(OC(C)C)=O)=NC(OC(C)C)=O.C1(P(C2C=CC=CC=2)C2C=CC=CC=2)C=CC=CC=1.[C:34]([O:38][C:39](=[O:44])[NH:40][CH2:41][CH2:42]O)([CH3:37])([CH3:36])[CH3:35].[SH:45][C:46]1[CH:55]=[CH:54][C:49]([C:50]([O:52][CH3:53])=[O:51])=[CH:48][CH:47]=1. Product: [CH3:35][C:34]([O:38][C:39]([NH:40][CH2:41][CH2:42][S:45][C:46]1[CH:47]=[CH:48][C:49]([C:50]([O:52][CH3:53])=[O:51])=[CH:54][CH:55]=1)=[O:44])([CH3:37])[CH3:36]. The catalyst class is: 1. (7) Reactant: [C:1]1([CH:7]2[CH2:12][C:11](=[O:13])[CH2:10][C:9](=[O:14])[CH2:8]2)[CH:6]=[CH:5][CH:4]=[CH:3][CH:2]=1.[Br:15]Br. Product: [Br:15][CH:10]1[C:9](=[O:14])[CH2:8][CH:7]([C:1]2[CH:2]=[CH:3][CH:4]=[CH:5][CH:6]=2)[CH2:12][C:11]1=[O:13]. The catalyst class is: 52.